This data is from Full USPTO retrosynthesis dataset with 1.9M reactions from patents (1976-2016). The task is: Predict the reactants needed to synthesize the given product. (1) Given the product [NH2:15][C:10]([C:8]1[NH:7][C:6]2[CH:49]=[CH:50][C:3]([C:1]#[N:2])=[CH:4][C:5]=2[N:9]=1)([C:22]1[C:30]([O:31][CH3:32])=[CH:29][C:28]([CH3:33])=[C:27]2[C:23]=1[CH:24]=[CH:25][NH:26]2)[C:11]([F:14])([F:13])[F:12], predict the reactants needed to synthesize it. The reactants are: [C:1]([C:3]1[CH:50]=[CH:49][C:6]2[N:7](COCC[Si](C)(C)C)[C:8]([C:10]([C:22]3[C:30]([O:31][CH3:32])=[CH:29][C:28]([CH3:33])=[C:27]4[C:23]=3[CH:24]=[CH:25][N:26]4C(OC(C)(C)C)=O)([NH:15]S(C(C)(C)C)=O)[C:11]([F:14])([F:13])[F:12])=[N:9][C:5]=2[CH:4]=1)#[N:2].C(C1C=CC2N=C(C(C3C(OC)=CC(C)=C4C=3C=CN4C(OC(C)(C)C)=O)(NS(C(C)(C)C)=O)C(F)(F)F)N(COCC[Si](C)(C)C)C=2C=1)#N.CO.C([O-])([O-])=O.[Cs+].[Cs+]. (2) Given the product [CH2:17]([N:13]1[C:14]([CH3:16])=[CH:15][C:11]([NH:10][C:4]2[C:5](=[O:9])[N:6]([CH3:8])[CH:7]=[C:2]([C:25]3[C:24]([CH2:23][O:22][C:19](=[O:21])[CH3:20])=[C:29]([N:30]4[CH2:41][CH2:40][N:39]5[C:32](=[CH:33][C:34]6[CH2:35][C:36]([CH3:42])([CH3:43])[CH2:37][C:38]=65)[C:31]4=[O:44])[CH:28]=[C:27]([F:45])[CH:26]=3)[CH:3]=2)=[N:12]1)[CH3:18], predict the reactants needed to synthesize it. The reactants are: Br[C:2]1[CH:3]=[C:4]([NH:10][C:11]2[CH:15]=[C:14]([CH3:16])[N:13]([CH2:17][CH3:18])[N:12]=2)[C:5](=[O:9])[N:6]([CH3:8])[CH:7]=1.[C:19]([O:22][CH2:23][C:24]1[C:29]([N:30]2[CH2:41][CH2:40][N:39]3[C:32](=[CH:33][C:34]4[CH2:35][C:36]([CH3:43])([CH3:42])[CH2:37][C:38]=43)[C:31]2=[O:44])=[CH:28][C:27]([F:45])=[CH:26][C:25]=1B1OC(C)(C)C(C)(C)O1)(=[O:21])[CH3:20].COCCOC.C(=O)([O-])[O-].[Na+].[Na+]. (3) Given the product [CH3:9][C:7]1[CH:8]=[C:3]([B:11]([OH:16])[OH:12])[CH:4]=[C:5]([CH3:10])[CH:6]=1, predict the reactants needed to synthesize it. The reactants are: [Mg].Br[C:3]1[CH:4]=[C:5]([CH3:10])[CH:6]=[C:7]([CH3:9])[CH:8]=1.[B:11](OC(C)C)([O:16]C(C)C)[O:12]C(C)C.Cl.